Dataset: NCI-60 drug combinations with 297,098 pairs across 59 cell lines. Task: Regression. Given two drug SMILES strings and cell line genomic features, predict the synergy score measuring deviation from expected non-interaction effect. (1) Drug 1: C1=CN(C(=O)N=C1N)C2C(C(C(O2)CO)O)O.Cl. Drug 2: CC1=C(C(CCC1)(C)C)C=CC(=CC=CC(=CC(=O)O)C)C. Cell line: SF-268. Synergy scores: CSS=20.4, Synergy_ZIP=-11.0, Synergy_Bliss=-14.4, Synergy_Loewe=-9.90, Synergy_HSA=-8.36. (2) Drug 1: CC1=C(N=C(N=C1N)C(CC(=O)N)NCC(C(=O)N)N)C(=O)NC(C(C2=CN=CN2)OC3C(C(C(C(O3)CO)O)O)OC4C(C(C(C(O4)CO)O)OC(=O)N)O)C(=O)NC(C)C(C(C)C(=O)NC(C(C)O)C(=O)NCCC5=NC(=CS5)C6=NC(=CS6)C(=O)NCCC[S+](C)C)O. Drug 2: C(CC(=O)O)C(=O)CN.Cl. Cell line: HCC-2998. Synergy scores: CSS=22.5, Synergy_ZIP=-10.2, Synergy_Bliss=-8.86, Synergy_Loewe=-1.84, Synergy_HSA=-0.953. (3) Cell line: CAKI-1. Synergy scores: CSS=15.5, Synergy_ZIP=-6.00, Synergy_Bliss=0.0923, Synergy_Loewe=0.506, Synergy_HSA=1.69. Drug 2: C1CCN(CC1)CCOC2=CC=C(C=C2)C(=O)C3=C(SC4=C3C=CC(=C4)O)C5=CC=C(C=C5)O. Drug 1: C1CCC(C1)C(CC#N)N2C=C(C=N2)C3=C4C=CNC4=NC=N3. (4) Drug 1: C1CCC(CC1)NC(=O)N(CCCl)N=O. Drug 2: CN(C(=O)NC(C=O)C(C(C(CO)O)O)O)N=O. Cell line: RXF 393. Synergy scores: CSS=22.6, Synergy_ZIP=-3.00, Synergy_Bliss=3.63, Synergy_Loewe=-6.88, Synergy_HSA=3.38. (5) Drug 1: CCN(CC)CCNC(=O)C1=C(NC(=C1C)C=C2C3=C(C=CC(=C3)F)NC2=O)C. Drug 2: CC1=C(N=C(N=C1N)C(CC(=O)N)NCC(C(=O)N)N)C(=O)NC(C(C2=CN=CN2)OC3C(C(C(C(O3)CO)O)O)OC4C(C(C(C(O4)CO)O)OC(=O)N)O)C(=O)NC(C)C(C(C)C(=O)NC(C(C)O)C(=O)NCCC5=NC(=CS5)C6=NC(=CS6)C(=O)NCCC[S+](C)C)O. Cell line: SF-539. Synergy scores: CSS=41.6, Synergy_ZIP=-11.7, Synergy_Bliss=-6.61, Synergy_Loewe=-2.39, Synergy_HSA=0.648.